From a dataset of Forward reaction prediction with 1.9M reactions from USPTO patents (1976-2016). Predict the product of the given reaction. (1) Given the reactants [CH:1]1([NH:4][C:5](=[O:18])[C:6]([C:16]#[N:17])=[N:7][NH:8][C:9]2[CH:14]=[CH:13][CH:12]=[CH:11][C:10]=2[Br:15])[CH2:3][CH2:2]1.[Cl-].[Al+3].[Cl-].[Cl-].[C@H](O)(C([O-])=O)[C@@H](O)C([O-])=O.[Na+].[K+], predict the reaction product. The product is: [NH2:17][C:16]1[C:14]2[C:9](=[C:10]([Br:15])[CH:11]=[CH:12][CH:13]=2)[N:8]=[N:7][C:6]=1[C:5]([NH:4][CH:1]1[CH2:3][CH2:2]1)=[O:18]. (2) Given the reactants [Cl:1][C:2]1[CH:18]=[CH:17][C:5]([C:6]([NH:8][C:9]2[C:14]([F:15])=[CH:13][NH:12][C:11](=[O:16])[N:10]=2)=[O:7])=[CH:4][CH:3]=1.CCN(CC)CC.[Cl:26][C:27]1[CH:32]=[CH:31][C:30]([S:33](Cl)(=[O:35])=[O:34])=[CH:29][CH:28]=1, predict the reaction product. The product is: [Cl:1][C:2]1[CH:18]=[CH:17][C:5]([C:6]([NH:8][C:9]2[C:14]([F:15])=[CH:13][N:12]([S:33]([C:30]3[CH:31]=[CH:32][C:27]([Cl:26])=[CH:28][CH:29]=3)(=[O:35])=[O:34])[C:11](=[O:16])[N:10]=2)=[O:7])=[CH:4][CH:3]=1. (3) Given the reactants F[C:2]1[C:7]([C:8]([OH:10])=O)=[CH:6][CH:5]=[C:4]([F:11])[N:3]=1.Cl.[Cl:13][C:14]1[CH:15]=[C:16]([CH2:21][CH2:22][O:23][CH2:24][C:25]([NH2:27])=[NH:26])[CH:17]=[CH:18][C:19]=1[F:20], predict the reaction product. The product is: [Cl:13][C:14]1[CH:15]=[C:16]([CH2:21][CH2:22][O:23][CH2:24][C:25]2[NH:27][C:8](=[O:10])[C:7]3[CH:6]=[CH:5][C:4]([F:11])=[N:3][C:2]=3[N:26]=2)[CH:17]=[CH:18][C:19]=1[F:20]. (4) Given the reactants [C:1]([S:5][CH2:6][C:7]1[CH:25]=[C:24]([NH:26][C:27](=[O:32])[C:28]([CH3:31])([CH3:30])[CH3:29])[CH:23]=[CH:22][C:8]=1[O:9][C:10]1[CH:11]=[C:12]([CH2:18][C:19]([OH:21])=[O:20])[CH:13]=[CH:14][C:15]=1[O:16]C)([CH3:4])([CH3:3])[CH3:2].B(Br)(Br)Br, predict the reaction product. The product is: [C:1]([S:5][CH2:6][C:7]1[CH:25]=[C:24]([NH:26][C:27](=[O:32])[C:28]([CH3:31])([CH3:30])[CH3:29])[CH:23]=[CH:22][C:8]=1[O:9][C:10]1[CH:11]=[C:12]([CH2:18][C:19]([OH:21])=[O:20])[CH:13]=[CH:14][C:15]=1[OH:16])([CH3:4])([CH3:3])[CH3:2].